This data is from Full USPTO retrosynthesis dataset with 1.9M reactions from patents (1976-2016). The task is: Predict the reactants needed to synthesize the given product. (1) Given the product [F:1][C:2]1[CH:10]=[CH:9][C:8]2[N:7]([C:21]3[CH:22]=[N:23][N:24]([CH2:29][O:30][CH2:31][CH2:32][Si:33]([CH3:34])([CH3:36])[CH3:35])[C:25]=3[CH2:26][O:27][CH3:28])[C:6]3[CH:11]=[N:12][N:13]([CH:14]4[CH2:19][CH2:18][CH2:17][CH2:16][O:15]4)[C:5]=3[C:4]=2[CH:3]=1, predict the reactants needed to synthesize it. The reactants are: [F:1][C:2]1[CH:10]=[CH:9][C:8]2[NH:7][C:6]3[CH:11]=[N:12][N:13]([CH:14]4[CH2:19][CH2:18][CH2:17][CH2:16][O:15]4)[C:5]=3[C:4]=2[CH:3]=1.Br[C:21]1[CH:22]=[N:23][N:24]([CH2:29][O:30][CH2:31][CH2:32][Si:33]([CH3:36])([CH3:35])[CH3:34])[C:25]=1[CH2:26][O:27][CH3:28].C([O-])([O-])=O.[Cs+].[Cs+]. (2) Given the product [OH:8][C@:9]12[C@@H:16]([CH2:17][OH:18])[O:15][C@@H:14]([N:26]3[CH:34]=[C:32]([CH3:33])[C:30](=[O:31])[NH:29][C:27]3=[O:28])[C@@:13]1([O:35][CH3:36])[O:12][CH2:11][CH2:10]2, predict the reactants needed to synthesize it. The reactants are: C([O:8][C@:9]12[C@@H:16]([CH2:17][O:18]CC3C=CC=CC=3)[O:15][C@@H:14]([N:26]3[CH:34]=[C:32]([CH3:33])[C:30](=[O:31])[NH:29][C:27]3=[O:28])[C@@:13]1([O:35][CH3:36])[O:12][CH2:11][CH2:10]2)C1C=CC=CC=1.C. (3) Given the product [N:1]12[CH2:8][CH2:7][CH:4]([CH2:5][CH2:6]1)[CH:3]([O:9][C:10](=[O:23])[NH:11][C:12]([C:15]1[CH:20]=[C:19]([CH:24]3[CH2:26][CH2:25]3)[CH:18]=[CH:17][C:16]=1[F:22])([CH3:14])[CH3:13])[CH2:2]2, predict the reactants needed to synthesize it. The reactants are: [N:1]12[CH2:8][CH2:7][CH:4]([CH2:5][CH2:6]1)[CH:3]([O:9][C:10](=[O:23])[NH:11][C:12]([C:15]1[CH:20]=[C:19](Br)[CH:18]=[CH:17][C:16]=1[F:22])([CH3:14])[CH3:13])[CH2:2]2.[CH:24]1(B(O)O)[CH2:26][CH2:25]1. (4) Given the product [F:24][C:2]([F:1])([F:23])[O:3][C:4]1[CH:22]=[CH:21][CH:20]=[CH:19][C:5]=1[C:6]([NH:8][C:9]1[S:10][CH:11]=[C:12]([C:14]([OH:16])=[O:15])[N:13]=1)=[O:7], predict the reactants needed to synthesize it. The reactants are: [F:1][C:2]([F:24])([F:23])[O:3][C:4]1[CH:22]=[CH:21][CH:20]=[CH:19][C:5]=1[C:6]([NH:8][C:9]1[S:10][CH:11]=[C:12]([C:14]([O:16]CC)=[O:15])[N:13]=1)=[O:7].[OH-].[Na+].